Dataset: Forward reaction prediction with 1.9M reactions from USPTO patents (1976-2016). Task: Predict the product of the given reaction. (1) Given the reactants [NH2:1][C:2]1[C:3]([Cl:17])=[C:4]([NH:8][C:9]2[CH2:14][CH2:13][CH2:12][C:11](=[O:15])[C:10]=2[CH3:16])[CH:5]=[CH:6][CH:7]=1.Br[C:19]1[CH:24]=[CH:23][CH:22]=[CH:21][C:20]=1[CH3:25].C1C=CC(P(C2C(C3C(P(C4C=CC=CC=4)C4C=CC=CC=4)=CC=C4C=3C=CC=C4)=C3C(C=CC=C3)=CC=2)C2C=CC=CC=2)=CC=1.C(=O)([O-])[O-].[Cs+].[Cs+], predict the reaction product. The product is: [Cl:17][C:3]1[C:2]([NH:1][C:19]2[CH:24]=[CH:23][CH:22]=[CH:21][C:20]=2[CH3:25])=[CH:7][CH:6]=[CH:5][C:4]=1[NH:8][C:9]1[CH2:14][CH2:13][CH2:12][C:11](=[O:15])[C:10]=1[CH3:16]. (2) Given the reactants [C:1]([C:5]1[CH:9]=[C:8]([NH:10][C:11]([NH:13][C@@H:14]2[C:23]3[C:18](=[CH:19][CH:20]=[CH:21][CH:22]=3)[C@H:17]([O:24][C:25]3[CH:26]=[CH:27][C:28]4[N:29]([C:31]([N:34]5[CH2:39][CH2:38][CH2:37][CH2:36][CH2:35]5)=[N:32][N:33]=4)[CH:30]=3)[CH2:16][CH2:15]2)=[O:12])[N:7]([C:40]2[CH:41]=[N:42][N:43]([CH2:45][CH2:46][OH:47])[CH:44]=2)[N:6]=1)([CH3:4])([CH3:3])[CH3:2].CCN(C(C)C)C(C)C.[CH3:57][S:58](Cl)(=[O:60])=[O:59], predict the reaction product. The product is: [C:1]([C:5]1[CH:9]=[C:8]([NH:10][C:11]([NH:13][C@@H:14]2[C:23]3[C:18](=[CH:19][CH:20]=[CH:21][CH:22]=3)[C@H:17]([O:24][C:25]3[CH:26]=[CH:27][C:28]4[N:29]([C:31]([N:34]5[CH2:35][CH2:36][CH2:37][CH2:38][CH2:39]5)=[N:32][N:33]=4)[CH:30]=3)[CH2:16][CH2:15]2)=[O:12])[N:7]([C:40]2[CH:41]=[N:42][N:43]([CH2:45][CH2:46][O:47][S:58]([CH3:57])(=[O:60])=[O:59])[CH:44]=2)[N:6]=1)([CH3:4])([CH3:2])[CH3:3]. (3) The product is: [CH2:15]([N:3]1[C:4]([Br:8])=[C:5]([Br:7])[N:6]=[C:2]1[Br:1])[C:16]1[CH:21]=[CH:20][CH:19]=[CH:18][CH:17]=1. Given the reactants [Br:1][C:2]1[NH:3][C:4]([Br:8])=[C:5]([Br:7])[N:6]=1.C(=O)([O-])[O-].[Cs+].[Cs+].[CH2:15](Br)[C:16]1[CH:21]=[CH:20][CH:19]=[CH:18][CH:17]=1.Cl.O1CCOCC1, predict the reaction product. (4) Given the reactants [CH:1]([C:4]1[CH:8]=[CH:7][NH:6][N:5]=1)([CH3:3])[CH3:2].[N+]([O-])([O-])=O.[Ce+4].[NH4+].[NH4+].[N+]([O-])([O-])=O.[N+]([O-])([O-])=O.[N+]([O-])([O-])=O.[N+]([O-])([O-])=O.[N+]([O-])([O-])=O.C(#N)C.[I:39]I, predict the reaction product. The product is: [I:39][C:8]1[C:4]([CH:1]([CH3:3])[CH3:2])=[N:5][NH:6][CH:7]=1. (5) Given the reactants [F:1][C:2]1[CH:7]=[CH:6][CH:5]=[CH:4][C:3]=1[C:8]1[C:9]2[C:13]([CH:14]=[CH:15][CH:16]=1)=[N:12][N:11]1[C:17]([CH:22]3[CH2:27][CH2:26][N:25](C(OC(C)(C)C)=O)[CH2:24][CH2:23]3)=[CH:18][C:19](=[O:21])[NH:20][C:10]=21.[ClH:35], predict the reaction product. The product is: [ClH:35].[F:1][C:2]1[CH:7]=[CH:6][CH:5]=[CH:4][C:3]=1[C:8]1[C:9]2[C:13]([CH:14]=[CH:15][CH:16]=1)=[N:12][N:11]1[C:17]([CH:22]3[CH2:27][CH2:26][NH:25][CH2:24][CH2:23]3)=[CH:18][C:19](=[O:21])[NH:20][C:10]=21. (6) The product is: [Cl:7][C:8]1[N:9]=[C:10]([N:28]2[CH2:33][CH2:32][O:31][CH2:30][CH2:29]2)[C:11]2[S:16][C:15]([C:17]3[CH:18]=[C:19]([S:23]([CH2:24][C@H:25]([OH:27])[CH3:26])(=[O:1])=[O:34])[CH:20]=[CH:21][CH:22]=3)=[CH:14][C:12]=2[N:13]=1. Given the reactants [OH:1]OS([O-])=O.[K+].[Cl:7][C:8]1[N:9]=[C:10]([N:28]2[CH2:33][CH2:32][O:31][CH2:30][CH2:29]2)[C:11]2[S:16][C:15]([C:17]3[CH:18]=[C:19]([S:23][CH2:24][C@H:25]([OH:27])[CH3:26])[CH:20]=[CH:21][CH:22]=3)=[CH:14][C:12]=2[N:13]=1.[OH2:34], predict the reaction product. (7) Given the reactants [CH3:1][C:2]1([CH3:27])[NH:7][C:6]([N:8]([CH3:17])[CH2:9][CH2:10][C:11]2[CH:16]=[CH:15][CH:14]=[CH:13][CH:12]=2)=[N:5][C:4]([NH:18][CH2:19][CH2:20][CH2:21][CH2:22][CH2:23][CH2:24][CH2:25][CH3:26])=[N:3]1.CO.CC(C)=[O:32].[C:34](=[O:36])=[O:35].C(=O)=O, predict the reaction product. The product is: [C:34](=[O:32])([OH:36])[OH:35].[CH3:1][C:2]1([CH3:27])[NH:7][C:6]([N:8]([CH3:17])[CH2:9][CH2:10][C:11]2[CH:12]=[CH:13][CH:14]=[CH:15][CH:16]=2)=[N:5][C:4]([NH:18][CH2:19][CH2:20][CH2:21][CH2:22][CH2:23][CH2:24][CH2:25][CH3:26])=[N:3]1. (8) Given the reactants [I-].[NH2:2][N+:3]1[CH:8]=[CH:7][CH:6]=[CH:5][CH:4]=1.[C:9]([O:14]C)(=[O:13])[C:10]#[C:11][CH3:12].C([O-])([O-])=O.[K+].[K+], predict the reaction product. The product is: [CH3:12][C:11]1[C:10]([C:9]([OH:14])=[O:13])=[C:4]2[CH:5]=[CH:6][CH:7]=[CH:8][N:3]2[N:2]=1.